Dataset: Catalyst prediction with 721,799 reactions and 888 catalyst types from USPTO. Task: Predict which catalyst facilitates the given reaction. (1) Reactant: [SH:1][CH:2]1CCCC[CH2:3]1.[OH-].[Na+].[Cl:10][C:11]1[N:18]=[CH:17][CH:16]=[C:15](Cl)[C:12]=1[C:13]#[N:14]. The catalyst class is: 80. Product: [Cl:10][C:11]1[N:18]=[CH:17][CH:16]=[C:15]([S:1][CH2:2][CH3:3])[C:12]=1[C:13]#[N:14]. (2) Reactant: C1CCC(N=C=NC2CCCCC2)CC1.Cl.[CH3:17][O:18][C:19]1[CH:24]=[CH:23][C:22]([O:25][CH3:26])=[CH:21][C:20]=1[NH:27][CH:28]([C:32]1[CH:37]=[CH:36][CH:35]=[CH:34][CH:33]=1)[C:29]([OH:31])=[O:30].C1C=CC2N(O)N=NC=2C=1.[N:48]12[CH2:55][CH2:54][CH:51]([CH2:52][CH2:53]1)[C@@H:50](O)[CH2:49]2. Product: [N:48]12[CH2:55][CH2:54][CH:51]([CH2:52][CH2:53]1)[C@@H:50]([O:30][C:29](=[O:31])[CH:28]([NH:27][C:20]1[CH:21]=[C:22]([O:25][CH3:26])[CH:23]=[CH:24][C:19]=1[O:18][CH3:17])[C:32]1[CH:37]=[CH:36][CH:35]=[CH:34][CH:33]=1)[CH2:49]2. The catalyst class is: 1. (3) Reactant: [OH-].[Na+].[CH3:3][N:4]1[C:8]2[CH:9]=[C:10]([O:13][C:14]3[CH:15]=[N:16][CH:17]=[CH:18][CH:19]=3)[CH:11]=[CH:12][C:7]=2[N:6]=[C:5]1[CH2:20][O:21][C:22]1[CH:23]=[C:24]([CH:29]=[CH:30][CH:31]=1)[C:25]([O:27]C)=[O:26].Cl. Product: [CH3:3][N:4]1[C:8]2[CH:9]=[C:10]([O:13][C:14]3[CH:15]=[N:16][CH:17]=[CH:18][CH:19]=3)[CH:11]=[CH:12][C:7]=2[N:6]=[C:5]1[CH2:20][O:21][C:22]1[CH:23]=[C:24]([CH:29]=[CH:30][CH:31]=1)[C:25]([OH:27])=[O:26]. The catalyst class is: 12.